This data is from NCI-60 drug combinations with 297,098 pairs across 59 cell lines. The task is: Regression. Given two drug SMILES strings and cell line genomic features, predict the synergy score measuring deviation from expected non-interaction effect. (1) Drug 1: CC(C1=C(C=CC(=C1Cl)F)Cl)OC2=C(N=CC(=C2)C3=CN(N=C3)C4CCNCC4)N. Drug 2: CC1=C(C(CCC1)(C)C)C=CC(=CC=CC(=CC(=O)O)C)C. Cell line: ACHN. Synergy scores: CSS=19.4, Synergy_ZIP=2.11, Synergy_Bliss=2.78, Synergy_Loewe=4.92, Synergy_HSA=5.71. (2) Drug 1: CC1=C(C=C(C=C1)NC(=O)C2=CC=C(C=C2)CN3CCN(CC3)C)NC4=NC=CC(=N4)C5=CN=CC=C5. Drug 2: C1=CC=C(C(=C1)C(C2=CC=C(C=C2)Cl)C(Cl)Cl)Cl. Cell line: HT29. Synergy scores: CSS=5.93, Synergy_ZIP=-1.46, Synergy_Bliss=0.222, Synergy_Loewe=-7.36, Synergy_HSA=-4.18.